From a dataset of Full USPTO retrosynthesis dataset with 1.9M reactions from patents (1976-2016). Predict the reactants needed to synthesize the given product. (1) Given the product [O:1]=[C:2]1[CH2:7][CH2:6][O:5][CH:4]([C:8]2[CH:17]=[CH:16][CH:15]=[CH:14][C:9]=2[C:10]([O:12][CH3:13])=[O:11])[CH2:3]1, predict the reactants needed to synthesize it. The reactants are: [OH:1][CH:2]1[CH2:7][CH2:6][O:5][CH:4]([C:8]2[CH:17]=[CH:16][CH:15]=[CH:14][C:9]=2[C:10]([O:12][CH3:13])=[O:11])[CH2:3]1.CC(OI1(OC(C)=O)(OC(C)=O)OC(=O)C2C=CC=CC1=2)=O. (2) Given the product [ClH:39].[NH2:7][C@H:8]1[CH2:12][CH2:11][N:10]([C:13]2[CH:18]=[CH:17][C:16]([C:19]([NH2:20])=[O:21])=[C:15]([NH:22][C:23]3[CH:24]=[CH:25][C:26]([C:29]([N:31]4[CH2:36][CH2:35][N:34]([CH3:37])[CH2:33][CH2:32]4)=[O:30])=[CH:27][CH:28]=3)[N:14]=2)[CH2:9]1, predict the reactants needed to synthesize it. The reactants are: C(OC(=O)[NH:7][C@H:8]1[CH2:12][CH2:11][N:10]([C:13]2[CH:18]=[CH:17][C:16]([C:19](=[O:21])[NH2:20])=[C:15]([NH:22][C:23]3[CH:28]=[CH:27][C:26]([C:29]([N:31]4[CH2:36][CH2:35][N:34]([CH3:37])[CH2:33][CH2:32]4)=[O:30])=[CH:25][CH:24]=3)[N:14]=2)[CH2:9]1)(C)(C)C.[ClH:39]. (3) Given the product [O:1]=[C:2]1[NH:23][C:4](=[CH:8][C:9]2[O:13][C:12]([C:14]3[CH:22]=[CH:21][C:17]([C:18]([OH:20])=[O:19])=[CH:16][CH:15]=3)=[CH:11][CH:10]=2)[C:5](=[O:7])[NH:6]1, predict the reactants needed to synthesize it. The reactants are: [O:1]=[C:2]1[NH:6][C:5](=[O:7])[C:4](=[CH:8][C:9]2[O:13][C:12]([C:14]3[CH:22]=[CH:21][C:17]([C:18]([OH:20])=[O:19])=[CH:16][CH:15]=3)=[CH:11][CH:10]=2)S1.[NH:23]1CC(=O)NC1=O. (4) Given the product [ClH:27].[CH3:1][N:2]1[CH2:3][CH2:4][N:5]([C:8]2[CH:16]=[CH:15][CH:14]=[C:13]3[C:9]=2[CH:10]=[CH:11][N:12]3[S:24]([C:21]2[CH:22]=[CH:23][C:18]([CH3:17])=[CH:19][CH:20]=2)(=[O:26])=[O:25])[CH2:6][CH2:7]1, predict the reactants needed to synthesize it. The reactants are: [CH3:1][N:2]1[CH2:7][CH2:6][N:5]([C:8]2[CH:16]=[CH:15][CH:14]=[C:13]3[C:9]=2[CH:10]=[CH:11][NH:12]3)[CH2:4][CH2:3]1.[CH3:17][C:18]1[CH:23]=[CH:22][C:21]([S:24]([Cl:27])(=[O:26])=[O:25])=[CH:20][CH:19]=1. (5) Given the product [NH2:2][C:1]1[N:17]([C:11]2[CH:16]=[CH:15][CH:14]=[CH:13][CH:12]=2)[NH:18][C:4](=[O:5])[C:3]=1[CH2:9][CH3:10], predict the reactants needed to synthesize it. The reactants are: [C:1]([CH:3]([CH2:9][CH3:10])[C:4](OCC)=[O:5])#[N:2].[C:11]1([NH:17][NH2:18])[CH:16]=[CH:15][CH:14]=[CH:13][CH:12]=1.O1CCOCC1.CC[O-].[Na+].